From a dataset of Catalyst prediction with 721,799 reactions and 888 catalyst types from USPTO. Predict which catalyst facilitates the given reaction. (1) Reactant: [CH3:1][CH:2]([CH3:11])[C:3]#[C:4][C:5]1[CH:10]=[CH:9][CH:8]=[CH:7][N:6]=1.[N+:12]([CH:15](C(OC)=O)[C:16]([O:18][CH3:19])=[O:17])([O-])=[O:13].F[P-](F)(F)(F)(F)F.C([N+]1C=CN(C)C=1)CCC. Product: [CH:2]([C:3]1[C:15]([C:16]([O:18][CH3:19])=[O:17])=[N:12][O:13][C:4]=1[C:5]1[CH:10]=[CH:9][CH:8]=[CH:7][N:6]=1)([CH3:11])[CH3:1]. The catalyst class is: 11. (2) Reactant: [Br:1]N1C(=O)CCC1=O.[CH:9]1[C:17]2[C:16]3[CH:18]=[CH:19][CH:20]=[CH:21][C:15]=3[S:14][C:13]=2[C:12]([N:22]2[C:34]3[CH:33]=[CH:32][CH:31]=[CH:30][C:29]=3[C:28]3[C:23]2=[CH:24][CH:25]=[CH:26][CH:27]=3)=[CH:11][CH:10]=1. Product: [Br:1][C:31]1[CH:32]=[CH:33][C:34]2[N:22]([C:12]3[C:13]4[S:14][C:15]5[CH:21]=[CH:20][CH:19]=[CH:18][C:16]=5[C:17]=4[CH:9]=[CH:10][CH:11]=3)[C:23]3[C:28]([C:29]=2[CH:30]=1)=[CH:27][CH:26]=[CH:25][CH:24]=3. The catalyst class is: 85. (3) Reactant: C([O:5][C:6]([C@:8]1([NH:28]C(OC(C)(C)C)=O)[CH2:13][C@@H:12]([S:14][C:15]2[NH:19][C:18]([CH3:20])=[N:17][N:16]=2)[C@@H:11]2[C@H:9]1[C@H:10]2[C:21]([O:23]C(C)(C)C)=[O:22])=[O:7])(C)(C)C. Product: [NH2:28][C@@:8]1([C:6]([OH:7])=[O:5])[CH2:13][C@@H:12]([S:14][C:15]2[NH:19][C:18]([CH3:20])=[N:17][N:16]=2)[C@@H:11]2[C@H:9]1[C@H:10]2[C:21]([OH:23])=[O:22]. The catalyst class is: 6. (4) Reactant: [OH:1][C:2]1[CH:10]=[C:9]2[C:5]([CH2:6][CH2:7][C:8]2=[O:11])=[CH:4][CH:3]=1.C(=O)([O-])[O-].[K+].[K+].[Cl:18][C:19]1[CH:24]=[C:23]([N+:25]([O-:27])=[O:26])[CH:22]=[CH:21][C:20]=1F.C(=O)([O-])O.[Na+]. Product: [Cl:18][C:19]1[CH:24]=[C:23]([N+:25]([O-:27])=[O:26])[CH:22]=[CH:21][C:20]=1[O:1][C:2]1[CH:10]=[C:9]2[C:5]([CH2:6][CH2:7][C:8]2=[O:11])=[CH:4][CH:3]=1. The catalyst class is: 9. (5) Reactant: F[C:2]1[CH:7]=[CH:6][CH:5]=[CH:4][C:3]=1[N+:8]([O-:10])=[O:9].[CH3:11][C:12]([CH3:19])([CH2:17][NH2:18])[CH2:13][N:14]([CH3:16])[CH3:15].CCN(C(C)C)C(C)C. Product: [CH3:15][N:14]([CH3:16])[CH2:13][C:12]([CH3:19])([CH3:11])[CH2:17][NH:18][C:2]1[CH:7]=[CH:6][CH:5]=[CH:4][C:3]=1[N+:8]([O-:10])=[O:9]. The catalyst class is: 16. (6) The catalyst class is: 367. Product: [C:9]1([C:15]#[C:16][C:17]2[CH:35]=[CH:34][C:20]([C:21]([NH:23][C:24]3[CH:29]=[CH:28][CH:27]=[CH:26][C:25]=3[S:30]([NH:31][C:1](=[O:7])[CH3:2])(=[O:33])=[O:32])=[O:22])=[CH:19][CH:18]=2)[CH:10]=[CH:11][CH:12]=[CH:13][CH:14]=1. Reactant: [C:1](Cl)(=[O:7])[CH2:2]CCCC.[C:9]1([C:15]#[C:16][C:17]2[CH:35]=[CH:34][C:20]([C:21]([NH:23][C:24]3[CH:29]=[CH:28][CH:27]=[CH:26][C:25]=3[S:30](=[O:33])(=[O:32])[NH2:31])=[O:22])=[CH:19][CH:18]=2)[CH:14]=[CH:13][CH:12]=[CH:11][CH:10]=1. (7) The catalyst class is: 28. Product: [C:8]([O:11][C@H:12]1[CH2:17][CH2:16][C@@:15]([C@H:18]2[CH2:19][CH2:20][C@@:24]3([CH3:25])[C@@H:3]([CH2:21][CH2:22][C:23]3=[CH2:28])[C@@H:4]2[CH2:5][N:1]2[CH:52]=[N:51][CH:50]=[N:2]2)([CH3:35])[C@@H:14]([CH2:36][O:37][Si:38]([C:41]([CH3:44])([CH3:43])[CH3:42])([CH3:40])[CH3:39])[CH2:13]1)(=[O:10])[CH3:9].[N:1]1([CH2:29][C@@H:19]2[C@@H:18]([C@@:15]3([CH3:35])[CH2:16][CH2:17][C@H:12]([OH:11])[CH2:13][C@@H:14]3[CH2:36][O:37][Si:38]([C:41]([CH3:44])([CH3:43])[CH3:42])([CH3:40])[CH3:39])[CH2:26][CH2:25][C@@:24]3([CH3:27])[C@H:20]2[CH2:21][CH2:22][C:23]3=[CH2:28])[CH:5]=[CH:4][CH:3]=[N:2]1. Reactant: [NH:1]1[CH:5]=[CH:4][CH:3]=[N:2]1.[H-].[Na+].[C:8]([O:11][C@H:12]1[CH2:17][CH2:16][C@:15]([CH3:35])([C@H:18]2[CH2:26][CH2:25][C@@:24]3([CH3:27])[C@@H:20]([CH2:21][CH2:22][C:23]3=[CH2:28])[C@@H:19]2[CH2:29]OS(C)(=O)=O)[C@@H:14]([CH2:36][O:37][Si:38]([C:41]([CH3:44])([CH3:43])[CH3:42])([CH3:40])[CH3:39])[CH2:13]1)(=[O:10])[CH3:9].C([O-])(O)=O.[Na+].[CH3:50][N:51](C=O)[CH3:52]. (8) Reactant: CS(N)(=O)=O.[OH2:6].[CH3:7][C:8]([O:11][C:12]([N:14](/[CH:22]=[CH:23]/[CH2:24][CH2:25][CH3:26])[C:15]([O:17]C(C)(C)C)=[O:16])=[O:13])([CH3:10])[CH3:9]. Product: [OH:6][C@@H:24]([C@@H:23]1[O:16][C:15](=[O:17])[N:14]([C:12]([O:11][C:8]([CH3:10])([CH3:9])[CH3:7])=[O:13])[CH2:22]1)[CH2:25][CH3:26]. The catalyst class is: 218.